Regression. Given a peptide amino acid sequence and an MHC pseudo amino acid sequence, predict their binding affinity value. This is MHC class I binding data. From a dataset of Peptide-MHC class I binding affinity with 185,985 pairs from IEDB/IMGT. (1) The peptide sequence is VTLFSNLGY. The MHC is HLA-B18:01 with pseudo-sequence HLA-B18:01. The binding affinity (normalized) is 0.0847. (2) The peptide sequence is EVATRFNTM. The MHC is HLA-B48:01 with pseudo-sequence HLA-B48:01. The binding affinity (normalized) is 0.0847.